Task: Predict the reactants needed to synthesize the given product.. Dataset: Full USPTO retrosynthesis dataset with 1.9M reactions from patents (1976-2016) Given the product [C:1]([C:9]([OH:11])=[O:10])(=[O:8])[C:2]1[CH:7]=[CH:6][CH:5]=[CH:4][CH:3]=1.[C:13]1([C:19]([CH:21]=[O:22])=[O:20])[CH:18]=[CH:17][CH:16]=[CH:15][CH:14]=1, predict the reactants needed to synthesize it. The reactants are: [C:1]([C:9]([O:11]C)=[O:10])(=[O:8])[C:2]1[CH:7]=[CH:6][CH:5]=[CH:4][CH:3]=1.[C:13]1([C:19]([CH:21]=[O:22])=[O:20])[CH:18]=[CH:17][CH:16]=[CH:15][CH:14]=1.